This data is from Retrosynthesis with 50K atom-mapped reactions and 10 reaction types from USPTO. The task is: Predict the reactants needed to synthesize the given product. (1) Given the product COc1cc2[nH]c(=O)sc2cc1Nc1ncnc2[nH]c(C(=O)O)cc12, predict the reactants needed to synthesize it. The reactants are: CCOC(=O)c1cc2c(Nc3cc4sc(=O)[nH]c4cc3OC)ncnc2[nH]1. (2) Given the product c1cnc(N2CCOCC2)c(C2CNC2)n1, predict the reactants needed to synthesize it. The reactants are: CC(C)(C)OC(=O)N1CC(c2nccnc2N2CCOCC2)C1.